Task: Predict which catalyst facilitates the given reaction.. Dataset: Catalyst prediction with 721,799 reactions and 888 catalyst types from USPTO (1) Reactant: [CH3:1][C@H:2]1[CH2:7][O:6][CH2:5][CH2:4][N:3]1[C:8]1[CH:13]=[C:12]([CH2:14]OS(C)(=O)=O)[N:11]=[C:10]([C:20]2[CH:25]=[CH:24][C:23]([NH:26][C:27]([NH:29][C:30]3[CH:35]=[CH:34][CH:33]=[CH:32][CH:31]=3)=[O:28])=[CH:22][CH:21]=2)[N:9]=1.[CH3:36][O-:37].[Na+]. Product: [CH3:36][O:37][CH2:14][C:12]1[CH:13]=[C:8]([N:3]2[CH2:4][CH2:5][O:6][CH2:7][C@@H:2]2[CH3:1])[N:9]=[C:10]([C:20]2[CH:21]=[CH:22][C:23]([NH:26][C:27]([NH:29][C:30]3[CH:35]=[CH:34][CH:33]=[CH:32][CH:31]=3)=[O:28])=[CH:24][CH:25]=2)[N:11]=1. The catalyst class is: 347. (2) Reactant: [C:1]([O:5][C:6]([NH:8][C@H:9]([C:29]([O:31][CH3:32])=[O:30])[CH2:10][C:11]1[CH:16]=[CH:15][C:14]([N:17]2[C:22](=[O:23])[C:21]3[CH:24]=[CH:25][N:26]=[CH:27][C:20]=3[NH:19][C:18]2=[O:28])=[CH:13][CH:12]=1)=[O:7])([CH3:4])([CH3:3])[CH3:2].[C:33](=O)([O-])[O-].[K+].[K+].CI. Product: [C:1]([O:5][C:6]([NH:8][C@H:9]([C:29]([O:31][CH3:32])=[O:30])[CH2:10][C:11]1[CH:12]=[CH:13][C:14]([N:17]2[C:22](=[O:23])[C:21]3[CH:24]=[CH:25][N:26]=[CH:27][C:20]=3[N:19]([CH3:33])[C:18]2=[O:28])=[CH:15][CH:16]=1)=[O:7])([CH3:3])([CH3:4])[CH3:2]. The catalyst class is: 9. (3) Reactant: [C:1]1(=[O:8])[CH:6]=[CH:5][C:4](=[O:7])[CH:3]=[CH:2]1.[F:9][C:10]1[CH:15]=[CH:14][C:13]([CH:16]=[CH2:17])=[CH:12][CH:11]=1. Product: [F:9][C:10]1[CH:15]=[CH:14][C:13]2[C:12]([CH:11]=1)=[C:6]1[C:5](=[CH:17][CH:16]=2)[C:4](=[O:7])[C:3]2[C:2](=[CH:17][CH:16]=[C:13]3[CH:14]=[CH:15][C:10]([F:9])=[CH:11][C:12]3=2)[C:1]1=[O:8]. The catalyst class is: 51. (4) Reactant: C(OC([N:8]1[CH2:13][CH2:12][CH:11]([S:14]([C:16]2[CH:17]=[C:18]3[C:23](=[CH:24][C:25]=2[Cl:26])[C:22](=[O:27])[N:21](CC2C=CC(OC)=CC=2)[CH:20]=[CH:19]3)=[O:15])[CH2:10][CH2:9]1)=O)(C)(C)C. The catalyst class is: 67. Product: [Cl:26][C:25]1[CH:24]=[C:23]2[C:18]([CH:19]=[CH:20][NH:21][C:22]2=[O:27])=[CH:17][C:16]=1[S:14]([CH:11]1[CH2:12][CH2:13][NH:8][CH2:9][CH2:10]1)=[O:15]. (5) Reactant: [Cl:1][C:2]1[CH:10]=[C:9]2[C:5]([C:6]([I:11])=[N:7][NH:8]2)=[CH:4][CH:3]=1.[CH3:12][C:13]([O-])(C)C.[K+].ICC. Product: [Cl:1][C:2]1[CH:10]=[C:9]2[C:5]([C:6]([I:11])=[N:7][N:8]2[CH2:12][CH3:13])=[CH:4][CH:3]=1. The catalyst class is: 1. (6) Reactant: [NH:1]1[C:9]2[C:4](=[CH:5][CH:6]=[CH:7][CH:8]=2)[C:3]2([C:13]3=[CH:14][C:15]4[O:19][CH2:18][O:17][C:16]=4[CH:20]=[C:12]3[O:11][CH2:10]2)[C:2]1=[O:21].[CH3:22][N:23]1[CH2:28][CH2:27][NH:26][CH2:25][CH2:24]1.[CH2:29]=O. Product: [CH3:22][N:23]1[CH2:28][CH2:27][N:26]([CH2:29][N:1]2[C:9]3[C:4](=[CH:5][CH:6]=[CH:7][CH:8]=3)[C:3]3([C:13]4=[CH:14][C:15]5[O:19][CH2:18][O:17][C:16]=5[CH:20]=[C:12]4[O:11][CH2:10]3)[C:2]2=[O:21])[CH2:25][CH2:24]1. The catalyst class is: 5. (7) Reactant: [H-].[Na+].[CH3:3][S:4]([C:7]1[CH:12]=[CH:11][C:10]([OH:13])=[CH:9][CH:8]=1)(=[O:6])=[O:5].[C:14]([O:18][C:19]([N:21]1[CH2:26][CH2:25][CH:24]([N:27]2[C:31]3=[N:32][C:33]([O:37][CH3:38])=[N:34][C:35](Cl)=[C:30]3[CH:29]=[N:28]2)[CH2:23][CH2:22]1)=[O:20])([CH3:17])([CH3:16])[CH3:15].[Cl-].[NH4+]. Product: [C:14]([O:18][C:19]([N:21]1[CH2:26][CH2:25][CH:24]([N:27]2[C:31]3=[N:32][C:33]([O:37][CH3:38])=[N:34][C:35]([O:13][C:10]4[CH:11]=[CH:12][C:7]([S:4]([CH3:3])(=[O:5])=[O:6])=[CH:8][CH:9]=4)=[C:30]3[CH:29]=[N:28]2)[CH2:23][CH2:22]1)=[O:20])([CH3:17])([CH3:16])[CH3:15]. The catalyst class is: 9. (8) Product: [Cl:1][C:2]1[CH:3]=[C:4]2[C:9](=[CH:10][C:11]=1[Cl:12])[C:8](=[O:13])[N:7]([CH2:14][C:15]([CH3:18])([CH3:16])[CH3:17])[C:6]([C:19]([O:21][C:22]([CH3:25])([CH3:24])[CH3:23])=[O:20])=[C:5]2[O:26][S:35]([C:34]([F:47])([F:46])[F:33])(=[O:37])=[O:36]. Reactant: [Cl:1][C:2]1[CH:3]=[C:4]2[C:9](=[CH:10][C:11]=1[Cl:12])[C:8](=[O:13])[N:7]([CH2:14][C:15]([CH3:18])([CH3:17])[CH3:16])[C:6]([C:19]([O:21][C:22]([CH3:25])([CH3:24])[CH3:23])=[O:20])=[C:5]2[OH:26].N1C=CC=CC=1.[F:33][C:34]([F:47])([F:46])[S:35](O[S:35]([C:34]([F:47])([F:46])[F:33])(=[O:37])=[O:36])(=[O:37])=[O:36].C(=O)(O)[O-].[Na+]. The catalyst class is: 2. (9) Reactant: [NH3:1].[CH2:2]([O:4][C:5]([C:7]1[C:8]2[S:16][CH:15]=[C:14]([CH2:17][O:18][C:19]3[CH:24]=[CH:23][CH:22]=[C:21]([NH:25][C:26](=[O:42])[C:27]4[CH:32]=[CH:31][CH:30]=[C:29]([O:33][CH2:34][CH2:35][N:36]5[CH2:41][CH2:40][O:39][CH2:38][CH2:37]5)[CH:28]=4)[CH:20]=3)[C:9]=2[C:10](Cl)=[N:11][CH:12]=1)=[O:6])[CH3:3]. Product: [CH2:2]([O:4][C:5]([C:7]1[C:8]2[S:16][CH:15]=[C:14]([CH2:17][O:18][C:19]3[CH:24]=[CH:23][CH:22]=[C:21]([NH:25][C:26](=[O:42])[C:27]4[CH:32]=[CH:31][CH:30]=[C:29]([O:33][CH2:34][CH2:35][N:36]5[CH2:41][CH2:40][O:39][CH2:38][CH2:37]5)[CH:28]=4)[CH:20]=3)[C:9]=2[C:10]([NH2:1])=[N:11][CH:12]=1)=[O:6])[CH3:3]. The catalyst class is: 41. (10) Reactant: [Cl:1][C:2]1[C:3]2[C:4]3[CH2:5][CH:6]([CH2:15][CH2:16][OH:17])[CH2:7][CH2:8][C:9]=3[S:10][C:11]=2[N:12]=[CH:13][N:14]=1.C(=O)=O. Product: [Cl:1][C:2]1[C:3]2[C:4]3[CH2:5][C@@H:6]([CH2:15][CH2:16][OH:17])[CH2:7][CH2:8][C:9]=3[S:10][C:11]=2[N:12]=[CH:13][N:14]=1. The catalyst class is: 5.